Dataset: Catalyst prediction with 721,799 reactions and 888 catalyst types from USPTO. Task: Predict which catalyst facilitates the given reaction. (1) Reactant: C(OC([N:8]1[CH:13]([CH:14]([OH:27])[CH:15]([NH:23][C:24](=[O:26])[CH3:25])[CH2:16][C:17]2[CH:22]=[CH:21][CH:20]=[CH:19][CH:18]=2)[CH:12]2[CH:28]([CH2:29][O:30][CH3:31])[CH:9]1[CH2:10][CH2:11]2)=O)(C)(C)C.[ClH:32]. Product: [ClH:32].[CH2:16]([CH:15]([NH:23][C:24](=[O:26])[CH3:25])[CH:14]([OH:27])[CH:13]1[CH:12]2[CH:28]([CH2:29][O:30][CH3:31])[CH:9]([CH2:10][CH2:11]2)[NH:8]1)[C:17]1[CH:18]=[CH:19][CH:20]=[CH:21][CH:22]=1.[ClH:32]. The catalyst class is: 7. (2) Reactant: FC(F)(F)C(O)=O.[NH:8]1[CH2:13][CH2:12][CH:11]([NH:14][C:15]2[O:16][C:17]3[CH:23]=[CH:22][C:21]([O:24][CH2:25][CH:26]([OH:29])[CH2:27][OH:28])=[CH:20][C:18]=3[N:19]=2)[CH2:10][CH2:9]1.C(OC(N1CCC(NC2OC3C=CC(O)=CC=3N=2)CC1)=O)(C)(C)C.C1(C)C=CC(S(OCC2COC(C)(C)O2)(=O)=O)=CC=1.[CH2:73]([O:75][C:76]1[CH:77]=[C:78]([CH:81]=[C:82]([O:85][CH2:86][CH3:87])[C:83]=1[F:84])[CH:79]=O)[CH3:74].C([BH3-])#N.[Na+].C(N(C(C)C)C(C)C)C. Product: [CH2:73]([O:75][C:76]1[CH:77]=[C:78]([CH:81]=[C:82]([O:85][CH2:86][CH3:87])[C:83]=1[F:84])[CH2:79][N:8]1[CH2:13][CH2:12][CH:11]([NH:14][C:15]2[O:16][C:17]3[CH:23]=[CH:22][C:21]([O:24][CH2:25][CH:26]([OH:29])[CH2:27][OH:28])=[CH:20][C:18]=3[N:19]=2)[CH2:10][CH2:9]1)[CH3:74]. The catalyst class is: 212.